From a dataset of Forward reaction prediction with 1.9M reactions from USPTO patents (1976-2016). Predict the product of the given reaction. Given the reactants [Cl:1][C:2]1[CH:3]=[CH:4][C:5]([NH:8][C:9]2[CH:34]=[CH:33][C:12]([O:13][C:14]3[C:15]([CH:20]4[CH2:25][CH2:24][N:23]([C:26]([O:28]C(C)(C)C)=O)[CH2:22][CH2:21]4)=[N:16][CH:17]=[CH:18][N:19]=3)=[CH:11][CH:10]=2)=[N:6][CH:7]=1.F[C:36](F)(F)C(O)=O.C(OC(=O)C)(=O)C, predict the reaction product. The product is: [Cl:1][C:2]1[CH:3]=[CH:4][C:5]([NH:8][C:9]2[CH:34]=[CH:33][C:12]([O:13][C:14]3[C:15]([CH:20]4[CH2:25][CH2:24][N:23]([C:26](=[O:28])[CH3:36])[CH2:22][CH2:21]4)=[N:16][CH:17]=[CH:18][N:19]=3)=[CH:11][CH:10]=2)=[N:6][CH:7]=1.